This data is from Full USPTO retrosynthesis dataset with 1.9M reactions from patents (1976-2016). The task is: Predict the reactants needed to synthesize the given product. (1) Given the product [ClH:39].[NH2:7][CH2:8][CH2:9][NH:10][C:11]([C:13]1[CH:37]=[CH:36][C:16]2[N:17]([CH3:35])[C:18]([NH:20][C:21]3[S:22][C:23]4[CH:29]=[C:28]([O:30][C:31]([F:32])([F:33])[F:34])[CH:27]=[CH:26][C:24]=4[N:25]=3)=[N:19][C:15]=2[CH:14]=1)=[O:12], predict the reactants needed to synthesize it. The reactants are: C(OC(=O)[NH:7][CH2:8][CH2:9][NH:10][C:11]([C:13]1[CH:37]=[CH:36][C:16]2[N:17]([CH3:35])[C:18]([NH:20][C:21]3[S:22][C:23]4[CH:29]=[C:28]([O:30][C:31]([F:34])([F:33])[F:32])[CH:27]=[CH:26][C:24]=4[N:25]=3)=[N:19][C:15]=2[CH:14]=1)=[O:12])(C)(C)C.[ClH:39]. (2) Given the product [CH3:1][C:2]1[N:3]=[C:4]([NH:11][C:12]([N:32]2[CH2:31][CH2:30][N:29]([C:24]3[CH:25]=[CH:26][CH:27]=[CH:28][C:23]=3[O:22][CH3:21])[CH2:34][CH2:33]2)=[O:20])[C:5]([O:9][CH3:10])=[N:6][C:7]=1[CH3:8], predict the reactants needed to synthesize it. The reactants are: [CH3:1][C:2]1[N:3]=[C:4]([NH:11][C:12](=[O:20])OC2C=CC=CC=2)[C:5]([O:9][CH3:10])=[N:6][C:7]=1[CH3:8].[CH3:21][O:22][C:23]1[CH:28]=[CH:27][CH:26]=[CH:25][C:24]=1[N:29]1[CH2:34][CH2:33][NH:32][CH2:31][CH2:30]1. (3) Given the product [ClH:27].[ClH:27].[N:1]12[CH2:8][CH2:7][CH:4]([CH2:5][CH2:6]1)[CH:3]([O:9][C:10]1[CH:15]=[CH:14][C:13]([N:16]([C:22]3[S:23][CH:24]=[CH:25][N:26]=3)[C:17]3[S:18][CH:19]=[CH:20][N:21]=3)=[CH:12][CH:11]=1)[CH2:2]2, predict the reactants needed to synthesize it. The reactants are: [N:1]12[CH2:8][CH2:7][CH:4]([CH2:5][CH2:6]1)[CH:3]([O:9][C:10]1[CH:15]=[CH:14][C:13]([N:16]([C:22]3[S:23][CH:24]=[CH:25][N:26]=3)[C:17]3[S:18][CH:19]=[CH:20][N:21]=3)=[CH:12][CH:11]=1)[CH2:2]2.[ClH:27].O1CCOCC1. (4) Given the product [CH3:25][N:22]1[CH2:23][CH2:24][C:12]2[N:11]([C:9]#[C:10][C:2]3[CH:7]=[CH:6][C:5]([CH3:8])=[CH:4][N:3]=3)[C:19]3[CH:18]=[CH:17][C:16]([CH3:20])=[CH:15][C:14]=3[C:13]=2[CH2:21]1, predict the reactants needed to synthesize it. The reactants are: Br[C:2]1[CH:7]=[CH:6][C:5]([CH3:8])=[CH:4][N:3]=1.[C:9]([N:11]1[C:19]2[CH:18]=[CH:17][C:16]([CH3:20])=[CH:15][C:14]=2[C:13]2[CH2:21][N:22]([CH3:25])[CH2:23][CH2:24][C:12]1=2)#[CH:10].CCCC[N+](CCCC)(CCCC)CCCC.[F-]. (5) Given the product [Cl:1][C:2]1[CH:3]=[N:4][N:5]([C:8]2[CH:13]=[CH:12][C:11]([N+:14]([O-:16])=[O:15])=[CH:10][CH:9]=2)[CH:6]=1, predict the reactants needed to synthesize it. The reactants are: [Cl:1][C:2]1[CH:3]=[N:4][NH:5][CH:6]=1.F[C:8]1[CH:13]=[CH:12][C:11]([N+:14]([O-:16])=[O:15])=[CH:10][CH:9]=1.C(=O)([O-])[O-].[Cs+].[Cs+]. (6) Given the product [F:30][C:2]([F:1])([F:29])[C@H:3]1[CH2:4][CH2:5][C@H:6]([C:9]([N:11]2[CH2:12][CH2:13][CH:14]([CH2:45][O:44][C:35]3[C:36]([C:39]([OH:41])=[O:40])=[N:37][CH:38]=[CH:33][CH:34]=3)[CH2:15]2)=[O:10])[CH2:7][CH2:8]1, predict the reactants needed to synthesize it. The reactants are: [F:1][C:2]([F:30])([F:29])[C@H:3]1[CH2:8][CH2:7][C@H:6]([C:9]([N:11]2[CH2:15][CH2:14][CH2:13][CH:12]2COC2C(C(OCC)=O)=NC=CC=2)=[O:10])[CH2:5][CH2:4]1.CO[C:33]1[CH:34]=[C:35]([O:44][CH2:45][C@H]2CCCN2C([C@H]2CC[C@H](C(F)(F)F)CC2)=O)[C:36]([C:39]([O:41]CC)=[O:40])=[N:37][CH:38]=1. (7) Given the product [C:5]([O:4][CH:2]1[C:23]2[N:24]=[CH:25][N:26]=[C:21]([N:18]3[CH2:19][CH2:20][N:15]([C:13]([O:12][C:8]([CH3:11])([CH3:10])[CH3:9])=[O:14])[CH2:16][CH2:17]3)[C:22]=2[C@H:30]([CH3:29])[CH2:1]1)(=[O:6])[CH3:7], predict the reactants needed to synthesize it. The reactants are: [CH3:1][C:2]([O:4][C:5]([CH3:7])=[O:6])=O.[C:8]([O:12][C:13]([N:15]1[CH2:20][CH2:19][N:18]([C:21]2[N:26]=[CH:25][N+:24]([O-])=[C:23]3C[CH2:29][C@@H:30](C)[C:22]=23)[CH2:17][CH2:16]1)=[O:14])([CH3:11])([CH3:10])[CH3:9]. (8) Given the product [F:17][C:18]1[CH:19]=[C:20]([N:32]2[CH2:36][C@@H:35]([CH2:37][N:38]=[C:1]=[S:2])[O:34][C:33]2=[O:39])[CH:21]=[CH:22][C:23]=1[CH:24]1[CH2:25][CH2:26][S:27](=[O:30])(=[O:31])[CH2:28][CH2:29]1, predict the reactants needed to synthesize it. The reactants are: [C:1](N1C=CC=CC1=O)(N1C=CC=CC1=O)=[S:2].[F:17][C:18]1[CH:19]=[C:20]([N:32]2[CH2:36][C@H:35]([CH2:37][NH2:38])[O:34][C:33]2=[O:39])[CH:21]=[CH:22][C:23]=1[CH:24]1[CH2:29][CH2:28][S:27](=[O:31])(=[O:30])[CH2:26][CH2:25]1. (9) The reactants are: [F:1][C:2]1[C:7]([O:8][CH3:9])=[CH:6][C:5]([O:10][CH3:11])=[C:4]([F:12])[C:3]=1[N:13]1[CH2:18][C:17]2[CH:19]=[N:20][C:21]3[N:25](S(C4C=CC=CC=4)(=O)=O)[C:24]([CH2:35][N:36]4[CH2:41][CH2:40][O:39][CH2:38][CH2:37]4)=[CH:23][C:22]=3[C:16]=2[N:15]([CH3:42])[C:14]1=[O:43].[F-].C([N+](CCCC)(CCCC)CCCC)CCC. Given the product [F:1][C:2]1[C:7]([O:8][CH3:9])=[CH:6][C:5]([O:10][CH3:11])=[C:4]([F:12])[C:3]=1[N:13]1[CH2:18][C:17]2[CH:19]=[N:20][C:21]3[NH:25][C:24]([CH2:35][N:36]4[CH2:37][CH2:38][O:39][CH2:40][CH2:41]4)=[CH:23][C:22]=3[C:16]=2[N:15]([CH3:42])[C:14]1=[O:43], predict the reactants needed to synthesize it.